Dataset: hERG potassium channel inhibition data for cardiac toxicity prediction from Karim et al.. Task: Regression/Classification. Given a drug SMILES string, predict its toxicity properties. Task type varies by dataset: regression for continuous values (e.g., LD50, hERG inhibition percentage) or binary classification for toxic/non-toxic outcomes (e.g., AMES mutagenicity, cardiotoxicity, hepatotoxicity). Dataset: herg_karim. (1) The drug is N#Cc1ccc2nc(N)n(CC(O)c3cccc(Cl)c3Cl)c2c1. The result is 0 (non-blocker). (2) The result is 0 (non-blocker). The compound is Cc1c(CNC2CCCC2)nn(-c2ncccc2Cl)c1-c1cccnc1. (3) The drug is COc1ccccc1Oc1ccccc1CN1CCC2(CC1)CCN(C(=O)c1ccncc1)CC2. The result is 1 (blocker). (4) The molecule is CCN1CC2CC(N(Cc3cccc(OC(F)(F)F)c3)C(=O)c3cn(C)cn3)CC2C1. The result is 1 (blocker). (5) The drug is C[C@@H]1C(=O)NN=C2COc3cc(C(F)(F)F)c(NC4(C)CNC4)cc3N21. The result is 0 (non-blocker). (6) The compound is CCSc1ncccc1C(=O)N1CCC([N+]Cc2cncn2Cc2ccc(C#N)cc2)C1=O. The result is 0 (non-blocker).